Dataset: Forward reaction prediction with 1.9M reactions from USPTO patents (1976-2016). Task: Predict the product of the given reaction. (1) The product is: [CH3:14][C:13]1[C:12]([OH:15])=[N:1][C:2]2[C:3]([C:4]=1[OH:6])=[CH:8][CH:9]=[CH:10][N:11]=2. Given the reactants [NH2:1][C:2]1[N:11]=[CH:10][CH:9]=[CH:8][C:3]=1[C:4]([O:6]C)=O.[C:12](OC)(=[O:15])[CH2:13][CH3:14].CC([O-])(C)C.[Na+], predict the reaction product. (2) Given the reactants [C:1]1([S:7]([C:10]2[CH:11]=[C:12]3[C:17](=[CH:18][CH:19]=2)[C:16]([C:20]#[N:21])=[CH:15][CH:14]=[CH:13]3)(=[O:9])=[O:8])[CH:6]=[CH:5][CH:4]=[CH:3][CH:2]=1.[C:22](O[C:22]([O:24][C:25]([CH3:28])([CH3:27])[CH3:26])=[O:23])([O:24][C:25]([CH3:28])([CH3:27])[CH3:26])=[O:23].[BH4-].[Na+].[H-].[Na+].I[CH3:42], predict the reaction product. The product is: [C:25]([O:24][C:22](=[O:23])[N:21]([CH2:20][C:16]1[C:17]2[C:12](=[CH:11][C:10]([S:7]([C:1]3[CH:2]=[CH:3][CH:4]=[CH:5][CH:6]=3)(=[O:9])=[O:8])=[CH:19][CH:18]=2)[CH:13]=[CH:14][CH:15]=1)[CH3:42])([CH3:28])([CH3:27])[CH3:26]. (3) Given the reactants C(N(CC)CC)C.[F:8][C:9]1[CH:17]=[C:16]2[C:12]([C:13]([CH:25]=[O:26])=[CH:14][N:15]2C(OC(C)(C)C)=O)=[CH:11][CH:10]=1.[CH3:27][O:28][C:29]1[CH:30]=[C:31]([CH:42]=[CH:43][CH:44]=1)[N:32]=[CH:33][C:34]1[CH:39]=[N:38][C:37]([O:40][CH3:41])=[CH:36][N:35]=1, predict the reaction product. The product is: [F:8][C:9]1[CH:17]=[C:16]2[C:12]([C:13]([C:25](=[O:26])[CH:33]([NH:32][C:31]3[CH:42]=[CH:43][CH:44]=[C:29]([O:28][CH3:27])[CH:30]=3)[C:34]3[CH:39]=[N:38][C:37]([O:40][CH3:41])=[CH:36][N:35]=3)=[CH:14][NH:15]2)=[CH:11][CH:10]=1. (4) Given the reactants [Cl:1][C:2]1[CH:3]=[C:4]([CH2:24][C:25]([O:27][CH2:28][CH3:29])=[O:26])[CH:5]=[C:6]([C:14]2[CH:19]=[CH:18][C:17]([C:20]([F:23])([F:22])[F:21])=[CH:16][CH:15]=2)[C:7]=1[O:8][CH2:9][C:10]([F:13])([F:12])[F:11].[H-].[Na+].Br[CH2:33][CH2:34][CH2:35]Br.[NH4+].[Cl-], predict the reaction product. The product is: [CH2:28]([O:27][C:25]([C:24]1([C:4]2[CH:5]=[C:6]([C:14]3[CH:15]=[CH:16][C:17]([C:20]([F:21])([F:22])[F:23])=[CH:18][CH:19]=3)[C:7]([O:8][CH2:9][C:10]([F:13])([F:12])[F:11])=[C:2]([Cl:1])[CH:3]=2)[CH2:35][CH2:34][CH2:33]1)=[O:26])[CH3:29]. (5) Given the reactants C([O:5][C:6](=[O:45])/[CH:7]=[CH:8]/[C:9]1[C:14](=[O:15])[N:13]2[CH:16]=[CH:17][C:18]([C:20]([NH:22][C:23]3[S:24][CH:25]=[C:26]([C:28]([CH3:31])([CH3:30])[CH3:29])[N:27]=3)=[O:21])=[CH:19][C:12]2=[N:11][C:10]=1[N:32]1[CH2:37][CH2:36][CH:35]([CH2:38][C:39]([NH:41][CH2:42][CH2:43][OH:44])=[O:40])[CH2:34][CH2:33]1)(C)(C)C, predict the reaction product. The product is: [C:28]([C:26]1[N:27]=[C:23]([NH:22][C:20]([C:18]2[CH:17]=[CH:16][N:13]3[C:14](=[O:15])[C:9](/[CH:8]=[CH:7]/[C:6]([OH:45])=[O:5])=[C:10]([N:32]4[CH2:33][CH2:34][CH:35]([CH2:38][C:39]([NH:41][CH2:42][CH2:43][OH:44])=[O:40])[CH2:36][CH2:37]4)[N:11]=[C:12]3[CH:19]=2)=[O:21])[S:24][CH:25]=1)([CH3:31])([CH3:29])[CH3:30]. (6) Given the reactants [CH3:1][C:2]1[S:12][C:5]2[N:6]=[C:7]([CH3:11])[CH:8]=[C:9]([NH2:10])[C:4]=2[C:3]=1[C:13]1[CH:18]=[CH:17][CH:16]=[C:15]([O:19][CH3:20])[CH:14]=1.[Li+].C[Si]([N-][Si](C)(C)C)(C)C.[Cl:31][C:32]1[CH:33]=[C:34]([S:38](Cl)(=[O:40])=[O:39])[CH:35]=[CH:36][CH:37]=1.C(OCC)C, predict the reaction product. The product is: [Cl:31][C:32]1[CH:33]=[C:34]([S:38]([NH:10][C:9]2[CH:8]=[C:7]([CH3:11])[N:6]=[C:5]3[S:12][C:2]([CH3:1])=[C:3]([C:13]4[CH:18]=[CH:17][CH:16]=[C:15]([O:19][CH3:20])[CH:14]=4)[C:4]=23)(=[O:40])=[O:39])[CH:35]=[CH:36][CH:37]=1. (7) The product is: [C:10]([O:9][C:7]([N:5]1[C@H:4]([C:14](=[O:26])[NH:15][C@H:16]2[C:25]3[C:20](=[CH:21][CH:22]=[CH:23][CH:24]=3)[CH2:19][CH2:18][CH2:17]2)[CH2:3][C@H:2]([NH:27][C:28]2[CH:37]=[C:36]3[C:31]([CH2:32][C@@H:33]([C:45](=[O:57])[NH:46][C@H:47]4[C:56]5[C:51](=[CH:52][CH:53]=[CH:54][CH:55]=5)[CH2:50][CH2:49][CH2:48]4)[N:34]([C:38]([O:40][C:41]([CH3:42])([CH3:43])[CH3:44])=[O:39])[CH2:35]3)=[CH:30][CH:29]=2)[CH2:6]1)=[O:8])([CH3:13])([CH3:11])[CH3:12]. Given the reactants O=[C:2]1[CH2:6][N:5]([C:7]([O:9][C:10]([CH3:13])([CH3:12])[CH3:11])=[O:8])[C@H:4]([C:14](=[O:26])[NH:15][C@H:16]2[C:25]3[C:20](=[CH:21][CH:22]=[CH:23][CH:24]=3)[CH2:19][CH2:18][CH2:17]2)[CH2:3]1.[NH2:27][C:28]1[CH:37]=[C:36]2[C:31]([CH2:32][C@@H:33]([C:45](=[O:57])[NH:46][C@H:47]3[C:56]4[C:51](=[CH:52][CH:53]=[CH:54][CH:55]=4)[CH2:50][CH2:49][CH2:48]3)[N:34]([C:38]([O:40][C:41]([CH3:44])([CH3:43])[CH3:42])=[O:39])[CH2:35]2)=[CH:30][CH:29]=1.CC(O)=O.[BH-](OC(C)=O)(OC(C)=O)OC(C)=O.[Na+].Cl, predict the reaction product. (8) Given the reactants [N:1]1[CH:6]=[CH:5][CH:4]=[CH:3][C:2]=1[CH2:7][N:8]1[C:16]2[C:11](=[CH:12][C:13]([NH:17][C:18]3[C:27]4[C:22](=[CH:23][CH:24]=[CH:25][C:26]=4[O:28][C@H:29]([CH3:34])[C:30]([O:32]C)=O)[N:21]=[CH:20][N:19]=3)=[CH:14][CH:15]=2)[CH:10]=[N:9]1.[NH:35]1[CH2:39][CH2:38][CH2:37][CH2:36]1, predict the reaction product. The product is: [CH3:34][C@@H:29]([O:28][C:26]1[CH:25]=[CH:24][CH:23]=[C:22]2[C:27]=1[C:18]([NH:17][C:13]1[CH:12]=[C:11]3[C:16](=[CH:15][CH:14]=1)[N:8]([CH2:7][C:2]1[CH:3]=[CH:4][CH:5]=[CH:6][N:1]=1)[N:9]=[CH:10]3)=[N:19][CH:20]=[N:21]2)[C:30](=[O:32])[N:35]1[CH2:39][CH2:38][CH2:37][CH2:36]1.